Dataset: Peptide-MHC class II binding affinity with 134,281 pairs from IEDB. Task: Regression. Given a peptide amino acid sequence and an MHC pseudo amino acid sequence, predict their binding affinity value. This is MHC class II binding data. (1) The peptide sequence is KLPWKNESSIKVIKQ. The MHC is DRB1_0404 with pseudo-sequence DRB1_0404. The binding affinity (normalized) is 0.340. (2) The peptide sequence is PKISFEPIPIHYCAPAGFAI. The MHC is DRB1_0701 with pseudo-sequence DRB1_0701. The binding affinity (normalized) is 0.449. (3) The peptide sequence is RNEFPLLTTKRVFWR. The MHC is DRB3_0101 with pseudo-sequence DRB3_0101. The binding affinity (normalized) is 0.360. (4) The peptide sequence is LFGKKNLIPSSASPW. The MHC is DRB1_0404 with pseudo-sequence DRB1_0404. The binding affinity (normalized) is 0.587. (5) The peptide sequence is LGRFKHTDACCRT. The MHC is DRB1_0101 with pseudo-sequence DRB1_0101. The binding affinity (normalized) is 0.